This data is from Reaction yield outcomes from USPTO patents with 853,638 reactions. The task is: Predict the reaction yield, written as a fraction of the theoretical maximum amount of product (1.0 means a 100% yield; for example, 0.34 means a 34% yield). (1) The reactants are [C:1]([O:5][C:6](=[O:19])[NH:7][CH2:8][C:9]1([C:15](=[NH:18])[NH:16][OH:17])[CH2:11][CH:10]1[CH:12]([CH3:14])[CH3:13])([CH3:4])([CH3:3])[CH3:2].[C:20](C1NC=CN=1)(C1NC=CN=1)=[O:21]. The catalyst is C1COCC1. The product is [C:1]([O:5][C:6](=[O:19])[NH:7][CH2:8][C:9]1([C:15]2[NH:18][C:20](=[O:21])[O:17][N:16]=2)[CH2:11][CH:10]1[CH:12]([CH3:14])[CH3:13])([CH3:3])([CH3:4])[CH3:2]. The yield is 0.610. (2) The reactants are [Cl:1][C:2]1[CH:7]=[C:6](Cl)[N:5]=[C:4]([S:9][CH3:10])[N:3]=1.[CH3:11][O:12][C:13]1[CH:14]=[C:15](B(O)O)[CH:16]=[CH:17][C:18]=1[O:19][CH3:20].C([O-])([O-])=O.[Cs+].[Cs+].C(O)(C)C. The catalyst is COCCOC.O.C1C=CC([P]([Pd]([P](C2C=CC=CC=2)(C2C=CC=CC=2)C2C=CC=CC=2)([P](C2C=CC=CC=2)(C2C=CC=CC=2)C2C=CC=CC=2)[P](C2C=CC=CC=2)(C2C=CC=CC=2)C2C=CC=CC=2)(C2C=CC=CC=2)C2C=CC=CC=2)=CC=1. The product is [Cl:1][C:2]1[CH:7]=[C:6]([C:16]2[CH:15]=[CH:14][C:13]([O:12][CH3:11])=[C:18]([O:19][CH3:20])[CH:17]=2)[N:5]=[C:4]([S:9][CH3:10])[N:3]=1. The yield is 0.835. (3) The product is [CH3:1][O:2][C:3]1[CH:4]=[C:5]2[C:10](=[CH:11][C:12]=1[O:13][CH3:14])[N:9]=[CH:8][CH:7]=[C:6]2[O:15][C:16]1[C:22]([CH3:23])=[CH:21][C:19]([NH:20][C:29]([NH:42][C:41]2[CH:43]=[CH:44][C:38]([F:37])=[CH:39][C:40]=2[CH3:45])=[O:35])=[C:18]([CH3:24])[CH:17]=1. The catalyst is C(Cl)(Cl)Cl.C(N(CC)CC)C.ClCCl. The yield is 0.740. The reactants are [CH3:1][O:2][C:3]1[CH:4]=[C:5]2[C:10](=[CH:11][C:12]=1[O:13][CH3:14])[N:9]=[CH:8][CH:7]=[C:6]2[O:15][C:16]1[C:22]([CH3:23])=[CH:21][C:19]([NH2:20])=[C:18]([CH3:24])[CH:17]=1.ClC(Cl)(O[C:29](=[O:35])OC(Cl)(Cl)Cl)Cl.[F:37][C:38]1[CH:44]=[CH:43][C:41]([NH2:42])=[C:40]([CH3:45])[CH:39]=1.C(=O)([O-])O.[Na+].